This data is from Forward reaction prediction with 1.9M reactions from USPTO patents (1976-2016). The task is: Predict the product of the given reaction. (1) Given the reactants [N+:1]([C:4]1[CH:5]=[C:6]([C:10](=[O:12])[CH3:11])[CH:7]=[CH:8][CH:9]=1)([O-:3])=[O:2].CO[CH:15](OC)[N:16]([CH3:18])[CH3:17], predict the reaction product. The product is: [CH3:15][N:16]([CH3:18])/[CH:17]=[CH:11]/[C:10]([C:6]1[CH:7]=[CH:8][CH:9]=[C:4]([N+:1]([O-:3])=[O:2])[CH:5]=1)=[O:12]. (2) Given the reactants [CH3:1][C:2]1([CH3:18])[C:6]([CH3:8])([CH3:7])[O:5][B:4]([C:9]2[CH:14]=[CH:13][C:12]([CH2:15][C:16]#[N:17])=[CH:11][CH:10]=2)[O:3]1.C[Si]([N-][Si](C)(C)C)(C)C.[Na+].I[CH2:30][CH2:31][CH2:32]I, predict the reaction product. The product is: [CH3:8][C:6]1([CH3:7])[C:2]([CH3:18])([CH3:1])[O:3][B:4]([C:9]2[CH:14]=[CH:13][C:12]([C:15]3([C:16]#[N:17])[CH2:32][CH2:31][CH2:30]3)=[CH:11][CH:10]=2)[O:5]1.